From a dataset of Reaction yield outcomes from USPTO patents with 853,638 reactions. Predict the reaction yield, written as a fraction of the theoretical maximum amount of product (1.0 means a 100% yield; for example, 0.34 means a 34% yield). (1) The product is [CH2:29]([O:33][C:34]1[CH:40]=[CH:39][C:37]([NH:7][C:2]2[CH:20]=[C:6]([NH:8][C:9]3[CH:14]=[CH:13][C:12]4[O:15][CH2:16][CH2:17][O:18][C:11]=4[CH:10]=3)[C:5]([F:19])=[CH:4][N:3]=2)=[CH:36][CH:35]=1)[CH2:30][CH2:31][CH3:32]. The catalyst is C(O)CO. The yield is 0.490. The reactants are Cl[C:2]1[N:7]=[C:6]([NH:8][C:9]2[CH:14]=[CH:13][C:12]3[O:15][CH2:16][CH2:17][O:18][C:11]=3[CH:10]=2)[C:5]([F:19])=[CH:4][N:3]=1.[CH:20](N(CC)C(C)C)(C)C.[CH2:29]([O:33][C:34]1[CH:40]=[CH:39][C:37](N)=[CH:36][CH:35]=1)[CH2:30][CH2:31][CH3:32]. (2) The reactants are [CH3:1][C:2]1[S:3][C:4]([C:10]2[CH:15]=[CH:14][CH:13]=[CH:12][CH:11]=2)=[C:5]([C:7]([OH:9])=O)[N:6]=1.C(Cl)(=O)C(Cl)=O.[CH3:22][O:23][C:24]1[C:25]2[N:26]([CH:30]=[C:31]([CH2:33][C@@H:34]3[CH2:39][CH2:38][CH2:37][CH2:36][NH:35]3)[N:32]=2)[CH:27]=[CH:28][CH:29]=1. The catalyst is C(Cl)Cl.CN(C=O)C. The product is [CH3:22][O:23][C:24]1[C:25]2[N:26]([CH:30]=[C:31]([CH2:33][C@@H:34]3[CH2:39][CH2:38][CH2:37][CH2:36][N:35]3[C:7]([C:5]3[N:6]=[C:2]([CH3:1])[S:3][C:4]=3[C:10]3[CH:15]=[CH:14][CH:13]=[CH:12][CH:11]=3)=[O:9])[N:32]=2)[CH:27]=[CH:28][CH:29]=1. The yield is 0.0900. (3) The catalyst is CN(C)C=O.C(OCC)C. The reactants are [F:1][C:2]1[CH:9]=[CH:8][CH:7]=[C:4]([CH:5]=[O:6])[C:3]=1[OH:10].[C:11](=O)([O-])[O-].[Cs+].[Cs+].IC. The product is [F:1][C:2]1[C:3]([O:10][CH3:11])=[C:4]([CH:7]=[CH:8][CH:9]=1)[CH:5]=[O:6]. The yield is 0.880. (4) The reactants are [OH-:1].[Na+].Cl.[NH2:4]O.[C:6]([CH2:12][C:13]#[N:14])(=O)[C:7]([CH3:10])([CH3:9])[CH3:8]. No catalyst specified. The product is [C:7]([C:6]1[CH:12]=[C:13]([NH2:14])[O:1][N:4]=1)([CH3:10])([CH3:9])[CH3:8]. The yield is 0.760. (5) The reactants are [NH:1]1[C:5]2[CH:6]=[C:7]([CH2:9][OH:10])[S:8][C:4]=2[CH:3]=[N:2]1.[OH-].[K+].[I:13]I.S(=O)(O)[O-].[Na+]. The catalyst is CN(C)C=O.O. The product is [I:13][C:3]1[C:4]2[S:8][C:7]([CH2:9][OH:10])=[CH:6][C:5]=2[NH:1][N:2]=1. The yield is 0.910. (6) The reactants are Cl[C:2]1[CH:7]=[C:6]([C:8]2[NH:9][C:10]3[C:15]([CH:16]=2)=[CH:14][CH:13]=[CH:12][CH:11]=3)[CH:5]=[CH:4][N:3]=1.[F:17][C:18]1[CH:23]=[CH:22][C:21]([C:24]2[O:25][C:26]3[CH:36]=[C:35]([N:37]([CH3:42])[S:38]([CH3:41])(=[O:40])=[O:39])[C:34](B4OC(C)(C)C(C)(C)O4)=[CH:33][C:27]=3[C:28]=2[C:29]([NH:31][CH3:32])=[O:30])=[CH:20][CH:19]=1.CC(C1C=C(C(C)C)C(C2C=CC=CC=2P(C2CCCCC2)C2CCCCC2)=C(C(C)C)C=1)C. The catalyst is O1CCOCC1.O.C1C=CC(/C=C/C(/C=C/C2C=CC=CC=2)=O)=CC=1.C1C=CC(/C=C/C(/C=C/C2C=CC=CC=2)=O)=CC=1.C1C=CC(/C=C/C(/C=C/C2C=CC=CC=2)=O)=CC=1.[Pd].[Pd]. The product is [NH:9]1[C:10]2[C:15](=[CH:14][CH:13]=[CH:12][CH:11]=2)[CH:16]=[C:8]1[C:6]1[CH:5]=[CH:4][N:3]=[C:2]([C:34]2[C:35]([N:37]([CH3:42])[S:38]([CH3:41])(=[O:40])=[O:39])=[CH:36][C:26]3[O:25][C:24]([C:21]4[CH:22]=[CH:23][C:18]([F:17])=[CH:19][CH:20]=4)=[C:28]([C:29]([NH:31][CH3:32])=[O:30])[C:27]=3[CH:33]=2)[CH:7]=1. The yield is 0.690. (7) The reactants are [NH2:1][C@H:2]1[CH2:7][CH2:6][C@H:5]([C:8]([N:10]2[CH2:15][CH2:14][N:13]([CH:16]([CH3:18])[CH3:17])[CH2:12][CH2:11]2)=[O:9])[CH2:4][CH2:3]1.Cl[C:20]1[CH:27]=[CH:26][C:23]([C:24]#[N:25])=[CH:22][N:21]=1.C(N(C(C)C)CC)(C)C. The catalyst is O1CCOCC1. The product is [CH:16]([N:13]1[CH2:12][CH2:11][N:10]([C:8]([C@H:5]2[CH2:6][CH2:7][C@H:2]([NH:1][C:20]3[CH:27]=[CH:26][C:23]([C:24]#[N:25])=[CH:22][N:21]=3)[CH2:3][CH2:4]2)=[O:9])[CH2:15][CH2:14]1)([CH3:18])[CH3:17]. The yield is 0.0900. (8) The reactants are [NH:1]1[C:9]2[C:4](=[CH:5][C:6]([B:10]([OH:12])[OH:11])=[CH:7][CH:8]=2)[CH:3]=[N:2]1.C(N(CC)CC)C.[CH3:20][C:21]([O:24][C:25](O[C:25]([O:24][C:21]([CH3:23])([CH3:22])[CH3:20])=[O:26])=[O:26])([CH3:23])[CH3:22].O. The catalyst is CN(C)C1C=CN=CC=1.C(#N)C. The product is [C:21]([O:24][C:25]([N:1]1[C:9]2[C:4](=[CH:5][C:6]([B:10]([OH:11])[OH:12])=[CH:7][CH:8]=2)[CH:3]=[N:2]1)=[O:26])([CH3:23])([CH3:22])[CH3:20]. The yield is 0.680. (9) The reactants are I[C:2]1[CH:7]=[CH:6][N:5]=[C:4]([N:8]2[C:16]3[CH:15]4[CH2:17][CH:13]([CH2:14]4)[CH2:12][C:11]=3[C:10]([C:18]([NH2:20])=[O:19])=[N:9]2)[CH:3]=1.[C:21]([C@:23]1([OH:30])[CH2:27][CH2:26][N:25]([CH3:28])[C:24]1=[O:29])#[CH:22]. No catalyst specified. The product is [OH:30][C@@:23]1([C:21]#[C:22][C:2]2[CH:7]=[CH:6][N:5]=[C:4]([N:8]3[C:16]4[CH:15]5[CH2:17][CH:13]([CH2:14]5)[CH2:12][C:11]=4[C:10]([C:18]([NH2:20])=[O:19])=[N:9]3)[CH:3]=2)[CH2:27][CH2:26][N:25]([CH3:28])[C:24]1=[O:29]. The yield is 0.280.